Dataset: Retrosynthesis with 50K atom-mapped reactions and 10 reaction types from USPTO. Task: Predict the reactants needed to synthesize the given product. (1) Given the product CC(C)c1cccc(Nc2c(C#N)cnc3cnc(OCCN4CCOCC4)cc23)c1, predict the reactants needed to synthesize it. The reactants are: CC(C)c1cccc(Nc2c(C#N)cnc3cnc(F)cc23)c1.OCCN1CCOCC1. (2) Given the product COC(=O)COc1ccc(OCc2nc(-c3cccnc3)c(Br)s2)cc1C, predict the reactants needed to synthesize it. The reactants are: COC(=O)COc1ccc(O)cc1C.ClCc1nc(-c2cccnc2)c(Br)s1.